This data is from Full USPTO retrosynthesis dataset with 1.9M reactions from patents (1976-2016). The task is: Predict the reactants needed to synthesize the given product. (1) Given the product [Cl:1][C:2]1[CH:3]=[CH:4][C:5]([C:8]2[N:12]([C:13]3[CH:18]=[CH:17][C:16]([Cl:19])=[CH:15][C:14]=3[Cl:20])[N:11]=[C:10]([C:21]#[N:23])[C:9]=2[CH3:24])=[CH:6][CH:7]=1, predict the reactants needed to synthesize it. The reactants are: [Cl:1][C:2]1[CH:7]=[CH:6][C:5]([C:8]2[N:12]([C:13]3[CH:18]=[CH:17][C:16]([Cl:19])=[CH:15][C:14]=3[Cl:20])[N:11]=[C:10]([C:21]([NH2:23])=O)[C:9]=2[CH3:24])=[CH:4][CH:3]=1.O. (2) Given the product [Cl:15][C:5]1[C:6]([NH:8][C:9]2[S:10][C:11]([CH3:14])=[CH:12][N:13]=2)=[N:7][C:2]([NH:26][C@H:24]([C:21]2[CH:20]=[CH:19][C:18]([F:17])=[CH:23][N:22]=2)[CH3:25])=[N:3][CH:4]=1, predict the reactants needed to synthesize it. The reactants are: Cl[C:2]1[N:7]=[C:6]([NH:8][C:9]2[S:10][C:11]([CH3:14])=[CH:12][N:13]=2)[C:5]([Cl:15])=[CH:4][N:3]=1.Cl.[F:17][C:18]1[CH:19]=[CH:20][C:21]([C@@H:24]([NH2:26])[CH3:25])=[N:22][CH:23]=1. (3) Given the product [F:1][C:2]1[CH:3]=[C:4]2[C:8](=[CH:9][CH:10]=1)[N:7]([CH:17]([CH3:18])[CH3:16])[N:6]=[C:5]2[C:11]([O:13][CH2:14][CH3:15])=[O:12], predict the reactants needed to synthesize it. The reactants are: [F:1][C:2]1[CH:3]=[C:4]2[C:8](=[CH:9][CH:10]=1)[NH:7][N:6]=[C:5]2[C:11]([O:13][CH2:14][CH3:15])=[O:12].[CH3:16][C:17](C)([O-])[CH3:18].[K+].IC(C)C. (4) Given the product [C:28]1([C:31]2[CH:32]=[CH:33][CH:34]=[CH:35][CH:36]=2)[CH:27]=[CH:26][C:25]([C:23]([N:16]2[CH2:17][C:18](=[N:20][O:21][CH3:22])[CH2:19][C@H:15]2[C:12]2[N:11]=[C:10]([CH2:9][NH:8][C:6](=[O:5])[CH2:60][CH2:59][N:53]3[CH2:58][CH2:57][CH2:56][CH2:55][CH2:54]3)[O:14][N:13]=2)=[O:24])=[CH:30][CH:29]=1, predict the reactants needed to synthesize it. The reactants are: C([O:5][C:6]([NH:8][CH2:9][C:10]1[O:14][N:13]=[C:12]([C@@H:15]2[CH2:19][C:18](=[N:20][O:21][CH3:22])[CH2:17][N:16]2[C:23]([C:25]2[CH:30]=[CH:29][C:28]([C:31]3[CH:36]=[CH:35][CH:34]=[CH:33][CH:32]=3)=[CH:27][CH:26]=2)=[O:24])[N:11]=1)=O)(C)(C)C.C(O)(C(F)(F)F)=O.C(Cl)Cl.C(=O)([O-])[O-].[Na+].[Na+].[N:53]1([CH2:59][CH2:60]C(O)=O)[CH2:58][CH2:57][CH2:56][CH2:55][CH2:54]1.C(Cl)CCl. (5) Given the product [NH2:1][C:2]1[N:6]([C:7]2[CH:12]=[CH:11][CH:10]=[CH:9][CH:8]=2)[N:5]=[C:4]([C:13]([OH:15])=[O:14])[C:3]=1[CH3:18], predict the reactants needed to synthesize it. The reactants are: [NH2:1][C:2]1[N:6]([C:7]2[CH:12]=[CH:11][CH:10]=[CH:9][CH:8]=2)[N:5]=[C:4]([C:13]([O:15]CC)=[O:14])[C:3]=1[CH3:18].[Li+].[OH-].